From a dataset of Retrosynthesis with 50K atom-mapped reactions and 10 reaction types from USPTO. Predict the reactants needed to synthesize the given product. (1) Given the product CC(C)Oc1ccc(CO)cc1, predict the reactants needed to synthesize it. The reactants are: CC(C)Br.OCc1ccc(O)cc1. (2) Given the product CC(c1cc(F)c(Br)cc1F)N(CCN)C(=O)OCc1ccccc1, predict the reactants needed to synthesize it. The reactants are: CC(c1cc(F)c(Br)cc1F)N(CCNC(=O)OC(C)(C)C)C(=O)OCc1ccccc1. (3) The reactants are: CC(C)(C)OC(=O)NCCCBr.Cc1nn(C2CCCCO2)cc1C(=O)Nc1cc2c(cc1I)CCC(=O)C2. Given the product Cc1nn(C2CCCCO2)cc1C(=O)N(CCCNC(=O)OC(C)(C)C)c1cc2c(cc1I)CCC(=O)C2, predict the reactants needed to synthesize it. (4) Given the product CC1COCCN1c1nc(C(C)(C)C)nc2c1nnn2Cc1ccccc1Cl, predict the reactants needed to synthesize it. The reactants are: CC(C)(C)c1nc(N2CCOCC2)c2nnn(Cc3ccccc3Cl)c2n1.CC1COCCN1. (5) Given the product CN(CCCn1c(=O)[nH]c2cc(CNC[C@H](O[Si](C)(C)C(C)(C)C)c3ccc(O)c(NC=O)c3)ccc21)[C@H]1CC[C@H](OC(=O)C(O)(c2cccs2)c2cccs2)CC1, predict the reactants needed to synthesize it. The reactants are: CC(C)(C)[Si](C)(C)O[C@@H](CN)c1ccc(O)c(NC=O)c1.CN(CCCn1c(=O)[nH]c2cc(C=O)ccc21)[C@H]1CC[C@H](OC(=O)C(O)(c2cccs2)c2cccs2)CC1. (6) Given the product Cc1nc2cc(COC(C)c3ccc([C@H]4C[C@@]5(C)[C@@H](CC[C@@]5(O)C(F)(F)C(F)(F)F)[C@@H]5CCC6=CC(=O)CCC6=C54)cc3)ccc2s1, predict the reactants needed to synthesize it. The reactants are: CC(O)c1ccc([C@H]2C[C@@]3(C)[C@@H](CC[C@@]3(O)C(F)(F)C(F)(F)F)[C@@H]3CCC4=CC(=O)CCC4=C32)cc1.Cc1nc2cc(CBr)ccc2s1. (7) The reactants are: COC(=O)COc1ccc(NC(=O)c2ccc(C)c3ccccc23)c(C(=O)NCC2CCOCC2)n1. Given the product Cc1ccc(C(=O)Nc2ccc(OCC(=O)O)nc2C(=O)NCC2CCOCC2)c2ccccc12, predict the reactants needed to synthesize it. (8) The reactants are: CCCCCCN.O=C(O)c1ccc(C(=O)CCC(=O)c2ccc(O)cc2)cc1. Given the product CCCCCCn1c(-c2ccc(O)cc2)ccc1-c1ccc(C(=O)O)cc1, predict the reactants needed to synthesize it.